This data is from Reaction yield outcomes from USPTO patents with 853,638 reactions. The task is: Predict the reaction yield, written as a fraction of the theoretical maximum amount of product (1.0 means a 100% yield; for example, 0.34 means a 34% yield). (1) The reactants are [Cl-].O[NH3+:3].[C:4](=[O:7])([O-])[OH:5].[Na+].CS(C)=O.[C:13]([O:16][C:17]([CH3:56])([CH3:55])[C:18]([O:20][C@H:21]1[CH2:26][CH2:25][C@H:24]([N:27]2[C:32](=[O:33])[C:31]([CH2:34][C:35]3[CH:40]=[CH:39][C:38]([C:41]4[CH:46]=[CH:45][CH:44]=[CH:43][C:42]=4[C:47]#[N:48])=[CH:37][CH:36]=3)=[C:30]([CH2:49][CH2:50][CH3:51])[N:29]3[N:52]=[CH:53][CH:54]=[C:28]23)[CH2:23][CH2:22]1)=[O:19])(=[O:15])[CH3:14]. The catalyst is C(OCC)(=O)C. The product is [C:13]([O:16][C:17]([CH3:55])([CH3:56])[C:18]([O:20][C@H:21]1[CH2:26][CH2:25][C@H:24]([N:27]2[C:32](=[O:33])[C:31]([CH2:34][C:35]3[CH:36]=[CH:37][C:38]([C:41]4[CH:46]=[CH:45][CH:44]=[CH:43][C:42]=4[C:47]4[NH:3][C:4](=[O:7])[O:5][N:48]=4)=[CH:39][CH:40]=3)=[C:30]([CH2:49][CH2:50][CH3:51])[N:29]3[N:52]=[CH:53][CH:54]=[C:28]23)[CH2:23][CH2:22]1)=[O:19])(=[O:15])[CH3:14]. The yield is 0.550. (2) The reactants are [CH3:1][O:2][C:3]1[CH:25]=[CH:24][C:6]([CH2:7][N:8]2[C:17]3[C:12](=[N:13][CH:14]=[C:15]([N:18]4[CH2:21][CH:20]([OH:22])[CH2:19]4)[CH:16]=3)[CH:11]=[CH:10][C:9]2=[O:23])=[CH:5][CH:4]=1.CCN(CC)CC.S(=O)(=O)=O.N1C=CC=CC=1.CO. The catalyst is CS(C)=O. The product is [CH3:1][O:2][C:3]1[CH:4]=[CH:5][C:6]([CH2:7][N:8]2[C:17]3[C:12](=[N:13][CH:14]=[C:15]([N:18]4[CH2:21][C:20](=[O:22])[CH2:19]4)[CH:16]=3)[CH:11]=[CH:10][C:9]2=[O:23])=[CH:24][CH:25]=1. The yield is 0.990. (3) The product is [OH:10][C@@H:3]([C:4]1[CH:5]=[CH:6][CH:7]=[CH:8][CH:9]=1)[C@H:2]([N:11]1[C:16]([CH3:17])=[CH:15][CH:14]=[C:13]1[CH3:12])[CH3:1]. The yield is 0.870. The catalyst is CO. The reactants are [CH3:1][CH:2]([NH2:11])[CH:3]([OH:10])[C:4]1[CH:9]=[CH:8][CH:7]=[CH:6][CH:5]=1.[CH3:12][C:13](=O)[CH2:14][CH2:15][C:16](=O)[CH3:17]. (4) The reactants are N[C@H](C(O)=O)CS.C1(=O)NC(=O)C=C1.[OH:15][C:16]([CH2:18][CH2:19][CH2:20][CH2:21][C@H:22]1[C@@H:30]2[C@@H:25]([NH:26][C:27]([NH:29]2)=[O:28])[CH2:24][S:23]1)=[O:17]. No catalyst specified. The product is [OH:17][C:16]([CH2:18][CH2:19][CH2:20][CH2:21][C@H:22]1[C@@H:30]2[C@@H:25]([NH:26][C:27]([NH:29]2)=[O:28])[CH2:24][S:23]1)=[O:15]. The yield is 1.00. (5) The yield is 0.0400. The catalyst is C(#N)C. The reactants are [Br:1][C:2]1[N:6]2[C:7](=[O:13])[CH:8]=[C:9]([CH2:11]Cl)[N:10]=[C:5]2[S:4][C:3]=1[CH3:14].[Cl:15][C:16]1[NH:20][N:19]=[C:18]([N+:21]([O-:23])=[O:22])[CH:17]=1.C(=O)([O-])[O-].[K+].[K+]. The product is [Br:1][C:2]1[N:6]2[C:7](=[O:13])[CH:8]=[C:9]([CH2:11][N:20]3[C:16]([Cl:15])=[CH:17][C:18]([N+:21]([O-:23])=[O:22])=[N:19]3)[N:10]=[C:5]2[S:4][C:3]=1[CH3:14]. (6) The catalyst is CO.C(Cl)Cl. The product is [OH:4][C:5]1[CH:6]=[C:7](/[CH:15]=[CH:16]/[C:17]2[CH:18]=[CH:19][C:20]([S:23]([N:26]3[CH2:27][CH2:28][O:29][CH2:30][CH2:31]3)(=[O:25])=[O:24])=[CH:21][CH:22]=2)[CH:8]=[CH:9][C:10]=1[OH:11]. The yield is 0.910. The reactants are COC[O:4][C:5]1[CH:6]=[C:7](/[CH:15]=[CH:16]/[C:17]2[CH:22]=[CH:21][C:20]([S:23]([N:26]3[CH2:31][CH2:30][O:29][CH2:28][CH2:27]3)(=[O:25])=[O:24])=[CH:19][CH:18]=2)[CH:8]=[CH:9][C:10]=1[O:11]COC.[OH:4][C:5]1[CH:6]=[C:7](/[CH:15]=[CH:16]/[C:17]2[CH:18]=[CH:19][C:20]([S:23]([N:26]3[CH2:27][CH2:28][O:29][CH2:30][CH2:31]3)(=[O:25])=[O:24])=[CH:21][CH:22]=2)[CH:8]=[CH:9][C:10]=1[OH:11].O.Cl.[O-]S([O-])(=O)=O.[Ca+2]. (7) The reactants are Cl.Cl.[NH2:3][CH2:4][C@@:5]1([OH:13])[CH:10]2[CH2:11][CH2:12][N:7]([CH2:8][CH2:9]2)[CH2:6]1.[N:14]1([C:19]2[N:24]=[CH:23][N:22]=[C:21]([N:25]=[C:26](SC)SC)[CH:20]=2)[CH:18]=[CH:17][N:16]=[CH:15]1.C(=O)([O-])[O-].[Cs+].[Cs+]. The catalyst is CN(C=O)C. The product is [N:14]1([C:19]2[N:24]=[CH:23][N:22]=[C:21]([NH:25][C:26]3[O:13][C@:5]4([CH2:4][N:3]=3)[CH:10]3[CH2:9][CH2:8][N:7]([CH2:12][CH2:11]3)[CH2:6]4)[CH:20]=2)[CH:18]=[CH:17][N:16]=[CH:15]1. The yield is 0.830. (8) The catalyst is C1COCC1. The yield is 0.290. The product is [C:17]([C:16]([NH:15][C:2]([C-:4]1[CH:8]=[CH:7][CH:6]=[CH:5]1)=[O:3])([CH3:19])[CH2:20][OH:21])#[N:18].[CH-:9]1[CH:13]=[CH:12][CH:11]=[CH:10]1.[Fe+2:14]. The reactants are Cl[C:2]([C-:4]1[CH:8]=[CH:7][CH:6]=[CH:5]1)=[O:3].[CH-:9]1[CH:13]=[CH:12][CH:11]=[CH:10]1.[Fe+2:14].[NH2:15][C:16]([CH2:20][OH:21])([CH3:19])[C:17]#[N:18].C(N(CC)CC)C. (9) The yield is 0.940. The product is [NH2:1][C:4]1[CH:19]=[CH:18][C:7]([O:8][CH:9]2[CH2:10][CH2:11][N:12]([CH:15]([OH:17])[CH3:16])[CH2:13][CH2:14]2)=[CH:6][CH:5]=1. The reactants are [N+:1]([C:4]1[CH:19]=[CH:18][C:7]([O:8][CH:9]2[CH2:14][CH2:13][N:12]([CH:15]([OH:17])[CH3:16])[CH2:11][CH2:10]2)=[CH:6][CH:5]=1)([O-])=O. The catalyst is CO.[Pd]. (10) The reactants are [O:1]1[C:5]2[CH:6]=[CH:7][C:8]([S:10]([Cl:13])(=[O:12])=[O:11])=[CH:9][C:4]=2[CH2:3][CH2:2]1.Cl.Cl.[CH2:16]1[C:26]2=[C:27]3[C:22](=[CH:23][CH:24]=[CH:25]2)[CH2:21][CH2:20][N:19]([CH2:28][CH2:29][CH2:30][NH2:31])[CH:18]3[CH2:17]1.CCN(C(C)C)C(C)C. The catalyst is C(Cl)Cl. The product is [ClH:13].[CH2:16]1[C:26]2=[C:27]3[C:22](=[CH:23][CH:24]=[CH:25]2)[CH2:21][CH2:20][N:19]([CH2:28][CH2:29][CH2:30][NH:31][S:10]([C:8]2[CH:7]=[CH:6][C:5]4[O:1][CH2:2][CH2:3][C:4]=4[CH:9]=2)(=[O:12])=[O:11])[CH:18]3[CH2:17]1. The yield is 0.770.